This data is from Catalyst prediction with 721,799 reactions and 888 catalyst types from USPTO. The task is: Predict which catalyst facilitates the given reaction. (1) Reactant: [ClH:1].O1CCOCC1.[F:8][C:9]1([F:32])[C:13]2[N:14]=[CH:15][N:16]=[C:17]([N:18]3[CH2:23][CH2:22][N:21](C(OC(C)(C)C)=O)[CH2:20][CH2:19]3)[C:12]=2[C@H:11]([CH3:31])[CH2:10]1. Product: [ClH:1].[ClH:1].[F:32][C:9]1([F:8])[C:13]2[N:14]=[CH:15][N:16]=[C:17]([N:18]3[CH2:23][CH2:22][NH:21][CH2:20][CH2:19]3)[C:12]=2[C@H:11]([CH3:31])[CH2:10]1. The catalyst class is: 12. (2) Reactant: [F:1][C:2]([F:17])([CH2:10][CH2:11][C:12]([O:14]CC)=O)[CH2:3][CH2:4][C:5]([O:7][CH2:8][CH3:9])=[O:6].CC([O-])(C)C.[K+].Cl. Product: [F:17][C:2]1([F:1])[CH2:3][C:4]([C:5]([O:7][CH2:8][CH3:9])=[O:6])=[C:12]([OH:14])[CH2:11][CH2:10]1. The catalyst class is: 11. (3) Reactant: [Br:1][C:2]1[CH:3]=[CH:4][C:5]([Cl:15])=[C:6]([CH:14]=1)[C:7]([NH:9][CH2:10][CH:11]=[N:12][OH:13])=[O:8].CN(C1C=CC(N=NC2C=CC(S(O)(=O)=O)=CC=2)=CC=1)C.[CH3:37][OH:38].Cl.C([BH3-])#N.[Na+]. Product: [Br:1][C:2]1[CH:3]=[CH:4][C:5]([Cl:15])=[C:6]([CH:14]=1)[C:7]([NH:9][CH2:10][CH2:11][N:12]([CH:37]=[O:38])[OH:13])=[O:8]. The catalyst class is: 5. (4) Reactant: CN(C=O)C.[NH2:6][C:7]1[CH:8]=[C:9]([C:17]([O:19][CH3:20])=[O:18])[CH:10]=[C:11]([CH:16]=1)[C:12]([O:14][CH3:15])=[O:13].I[CH2:22][CH2:23][CH2:24][CH2:25]I. Product: [N:6]1([C:7]2[CH:16]=[C:11]([C:12]([O:14][CH3:15])=[O:13])[CH:10]=[C:9]([CH:8]=2)[C:17]([O:19][CH3:20])=[O:18])[CH2:25][CH2:24][CH2:23][CH2:22]1. The catalyst class is: 777.